This data is from Full USPTO retrosynthesis dataset with 1.9M reactions from patents (1976-2016). The task is: Predict the reactants needed to synthesize the given product. (1) Given the product [CH3:1][C:2]([CH3:17])([CH3:16])[CH2:3][NH:4][C:5]1[C:6]([NH2:13])=[CH:7][C:8]([O:11][CH3:12])=[CH:9][CH:10]=1, predict the reactants needed to synthesize it. The reactants are: [CH3:1][C:2]([CH3:17])([CH3:16])[CH2:3][NH:4][C:5]1[CH:10]=[CH:9][C:8]([O:11][CH3:12])=[CH:7][C:6]=1[N+:13]([O-])=O.N#N. (2) Given the product [Cl:1][C:2]1[C:10]([F:11])=[C:9]2[C:5]([CH:6]=[CH:7][N:8]2[C:13]2[CH:14]=[N:15][N:16]([CH2:18][CH3:19])[CH:17]=2)=[CH:4][CH:3]=1, predict the reactants needed to synthesize it. The reactants are: [Cl:1][C:2]1[C:10]([F:11])=[C:9]2[C:5]([CH:6]=[CH:7][NH:8]2)=[CH:4][CH:3]=1.Br[C:13]1[CH:14]=[N:15][N:16]([CH2:18][CH3:19])[CH:17]=1.P([O-])([O-])([O-])=O.[K+].[K+].[K+].CNCCNC. (3) The reactants are: [O:1]=[C:2]1[C:10]2[C:5](=[CH:6][CH:7]=[CH:8][CH:9]=2)[C:4](=[O:11])[N:3]1[CH2:12][C:13]#[C:14][C:15]1[CH:16]=[CH:17][C:18]([C:21]#[C:22][CH2:23][N:24]2[C:32](=[O:33])[C:31]3[C:26](=[CH:27][CH:28]=[CH:29][CH:30]=3)[C:25]2=[O:34])=[N:19][CH:20]=1.C(O)(=O)C.[H][H]. Given the product [O:11]=[C:4]1[C:5]2[C:10](=[CH:9][CH:8]=[CH:7][CH:6]=2)[C:2](=[O:1])[N:3]1[CH2:12][CH2:13][CH2:14][C:15]1[CH:16]=[CH:17][C:18]([CH2:21][CH2:22][CH2:23][N:24]2[C:32](=[O:33])[C:31]3[C:26](=[CH:27][CH:28]=[CH:29][CH:30]=3)[C:25]2=[O:34])=[N:19][CH:20]=1, predict the reactants needed to synthesize it. (4) Given the product [C:21]([O:20][C:18]([N:12]1[CH2:17][CH2:16][N:15]([C:2]2[CH:7]=[CH:6][N:5]=[CH:4][C:3]=2[C:8]([F:11])([F:10])[F:9])[CH2:14][CH2:13]1)=[O:19])([CH3:24])([CH3:22])[CH3:23], predict the reactants needed to synthesize it. The reactants are: Cl[C:2]1[CH:7]=[CH:6][N:5]=[CH:4][C:3]=1[C:8]([F:11])([F:10])[F:9].[N:12]1([C:18]([O:20][C:21]([CH3:24])([CH3:23])[CH3:22])=[O:19])[CH2:17][CH2:16][NH:15][CH2:14][CH2:13]1. (5) Given the product [NH:15]1[CH2:16][CH2:17][CH:18]([O:21][C:22]2[N:23]=[CH:24][C:25]([C:28]3[CH:33]=[CH:32][C:31]([C:34]#[N:35])=[CH:30][CH:29]=3)=[CH:26][N:27]=2)[CH2:19][CH2:20]1, predict the reactants needed to synthesize it. The reactants are: FC(F)(F)C(O)=O.C(OC([N:15]1[CH2:20][CH2:19][CH:18]([O:21][C:22]2[N:27]=[CH:26][C:25]([C:28]3[CH:33]=[CH:32][C:31]([C:34]#[N:35])=[CH:30][CH:29]=3)=[CH:24][N:23]=2)[CH2:17][CH2:16]1)=O)(C)(C)C. (6) Given the product [NH2:16][C:15]([C:17]1[C:26]([O:27][CH2:6][CH2:7][O:9][CH3:10])=[CH:25][C:20]([C:21]([OH:23])=[O:22])=[C:19]([CH3:28])[CH:18]=1)=[O:35], predict the reactants needed to synthesize it. The reactants are: C(C1C(I)=C[C:6]([C:7]([O:9][CH3:10])=O)=C(C)C=1)#N.[C:15]([C:17]1[C:26]([OH:27])=[CH:25][C:20]([C:21]([O:23]C)=[O:22])=[C:19]([CH3:28])[CH:18]=1)#[N:16].C1([OH:35])C=CC=CC=1.COCCBr. (7) Given the product [N+:41]([C:44]1[CH:45]=[CH:46][C:47]([N:50]=[C:51]2[N:40]([CH2:36][CH:37]([CH3:39])[CH3:38])[CH2:2][CH:3]([CH2:4][CH:5]([CH3:7])[CH3:6])[S:52]2)=[CH:48][CH:49]=1)([O-:43])=[O:42], predict the reactants needed to synthesize it. The reactants are: O[CH2:2][C@@H:3](N)[CH2:4][CH:5]([CH3:7])[CH3:6].COC(=O)[C@H](CC(C)C)N.OCCN.CC(C)C[C@H](NCC(C)C)CO.[Cl-].[CH2:36]([NH3+:40])[CH:37]([CH3:39])[CH3:38].[N+:41]([C:44]1[CH:49]=[CH:48][C:47]([N:50]=[C:51]=[S:52])=[CH:46][CH:45]=1)([O-:43])=[O:42].